Task: Predict the product of the given reaction.. Dataset: Forward reaction prediction with 1.9M reactions from USPTO patents (1976-2016) (1) Given the reactants [Cl:1][C:2]1[CH:7]=[C:6]([Cl:8])[CH:5]=[CH:4][C:3]=1[C:9]1[CH:10]=[C:11]2[CH:26]3[CH2:27][N:28](C(OCC)=O)[CH2:29][CH2:30][CH:25]3[N:13]3[CH2:14][CH:15]([CH3:24])[N:16](C(OCC)=O)[C:17]([CH:18]=1)=[C:12]23.[OH-].[K+], predict the reaction product. The product is: [Cl:1][C:2]1[CH:7]=[C:6]([Cl:8])[CH:5]=[CH:4][C:3]=1[C:9]1[CH:10]=[C:11]2[CH:26]3[CH2:27][NH:28][CH2:29][CH2:30][CH:25]3[N:13]3[CH2:14][CH:15]([CH3:24])[NH:16][C:17]([CH:18]=1)=[C:12]23. (2) Given the reactants [F:1][C:2]1[CH:3]=[CH:4][C:5]([C@@H:8]([NH:10][C:11]2[N:16]=[C:15]([NH:17][C:18]3[CH:22]=[C:21]([O:23][CH:24]([CH3:26])[CH3:25])[NH:20][N:19]=3)[C:14]([N+:27]([O-])=O)=[CH:13][CH:12]=2)[CH3:9])=[N:6][CH:7]=1.[CH2:30](O)C.C(O)(=O)C.C(N)=N.C(OCC)(=O)C, predict the reaction product. The product is: [F:1][C:2]1[CH:3]=[CH:4][C:5]([C@@H:8]([NH:10][C:11]2[N:16]=[C:15]3[N:17]([C:18]4[CH:22]=[C:21]([O:23][CH:24]([CH3:26])[CH3:25])[NH:20][N:19]=4)[CH:30]=[N:27][C:14]3=[CH:13][CH:12]=2)[CH3:9])=[N:6][CH:7]=1. (3) Given the reactants [Br:1][C:2]1[CH:8]=[CH:7][C:6]([N+:9]([O-:11])=[O:10])=[CH:5][C:3]=1[NH2:4].C[Si]([N-][Si](C)(C)C)(C)C.[Na+].[C:22](O[C:22]([O:24][C:25]([CH3:28])([CH3:27])[CH3:26])=[O:23])([O:24][C:25]([CH3:28])([CH3:27])[CH3:26])=[O:23], predict the reaction product. The product is: [Br:1][C:2]1[CH:8]=[CH:7][C:6]([N+:9]([O-:11])=[O:10])=[CH:5][C:3]=1[NH:4][C:22](=[O:23])[O:24][C:25]([CH3:28])([CH3:27])[CH3:26]. (4) Given the reactants OO.[NH2:3][C:4]([C:9]1[CH:14]=[CH:13][C:12]([O:15][CH3:16])=[C:11]([F:17])[CH:10]=1)=[CH:5][C:6]([NH2:8])=[S:7], predict the reaction product. The product is: [F:17][C:11]1[CH:10]=[C:9]([C:4]2[CH:5]=[C:6]([NH2:8])[S:7][N:3]=2)[CH:14]=[CH:13][C:12]=1[O:15][CH3:16].